This data is from Forward reaction prediction with 1.9M reactions from USPTO patents (1976-2016). The task is: Predict the product of the given reaction. The product is: [Cl:20][C:21]1[C:26]([NH:14][CH:12]([C:11]2[N:10]=[C:9]3[CH:15]=[CH:16][N:17]([CH3:18])[C:8]3=[CH:7][C:6]=2[N:4]2[CH2:5][C:2]([F:1])([F:19])[CH2:3]2)[CH3:13])=[N:25][C:24]([NH2:28])=[N:23][C:22]=1[NH2:29]. Given the reactants [F:1][C:2]1([F:19])[CH2:5][N:4]([C:6]2[CH:7]=[C:8]3[N:17]([CH3:18])[CH:16]=[CH:15][C:9]3=[N:10][C:11]=2[CH:12]([NH2:14])[CH3:13])[CH2:3]1.[Cl:20][C:21]1[C:22]([NH2:29])=[N:23][C:24]([NH2:28])=[N:25][C:26]=1Cl.CCN(CC)CC, predict the reaction product.